Regression. Given a peptide amino acid sequence and an MHC pseudo amino acid sequence, predict their binding affinity value. This is MHC class II binding data. From a dataset of Peptide-MHC class II binding affinity with 134,281 pairs from IEDB. (1) The peptide sequence is LKQATTAPCAVMDIT. The MHC is DRB1_0404 with pseudo-sequence DRB1_0404. The binding affinity (normalized) is 0.0968. (2) The MHC is HLA-DQA10501-DQB10201 with pseudo-sequence HLA-DQA10501-DQB10201. The peptide sequence is AAIVVAGATATIGLG. The binding affinity (normalized) is 0.227.